This data is from Forward reaction prediction with 1.9M reactions from USPTO patents (1976-2016). The task is: Predict the product of the given reaction. (1) Given the reactants [Br:1][CH2:2][CH:3]1[C:11]2[C:6](=[CH:7][C:8]([Cl:12])=[CH:9][CH:10]=2)C[CH2:4]1.ClC1C=CC2C(CO)C[O:20]C=2C=1, predict the reaction product. The product is: [Br:1][CH2:2][CH:3]1[C:11]2[CH:10]=[CH:9][C:8]([Cl:12])=[CH:7][C:6]=2[O:20][CH2:4]1. (2) Given the reactants [N:1]1[CH:6]=[CH:5][C:4]([CH3:7])=[CH:3][C:2]=1[CH3:8].[Li]CCCC.C(NCC)C.[CH3:19][N:20]([CH:22]=O)[CH3:21], predict the reaction product. The product is: [CH3:19][N:20]([CH3:22])[CH:21]=[CH:7][C:4]1[CH:5]=[CH:6][N:1]=[C:2]([CH3:8])[CH:3]=1. (3) Given the reactants [NH2:1][C:2]1[CH:14]=[CH:13][C:12]2[C@@H:11]3[C@@H:6]([N:7]([C:15]([C:17]4[CH:25]=[CH:24][C:20]5[NH:21][CH:22]=[N:23][C:19]=5[CH:18]=4)=[O:16])[CH2:8][CH2:9][CH2:10]3)[CH2:5][C:4]=2[C:3]=1O.O.C1(C)C=CC(S(O)(=O)=O)=CC=1.[CH:39](OCC)(OCC)[O:40]CC, predict the reaction product. The product is: [NH:21]1[C:20]2[CH:24]=[CH:25][C:17]([C:15]([N:7]3[C@H:6]4[C@H:11]([C:12]5[CH:13]=[C:14]6[O:40][CH:39]=[N:1][C:2]6=[CH:3][C:4]=5[CH2:5]4)[CH2:10][CH2:9][CH2:8]3)=[O:16])=[CH:18][C:19]=2[N:23]=[CH:22]1. (4) Given the reactants [CH3:1][N:2]([CH3:21])[C:3]1[CH:8]=[CH:7][C:6]([C:9]2[C:17]3[C:12](=[CH:13][CH:14]=[C:15]([C:18]([NH2:20])=O)[CH:16]=3)[NH:11][N:10]=2)=[CH:5][CH:4]=1.COC(OC)[N:25]([CH3:27])C.[NH2:30]N, predict the reaction product. The product is: [NH:30]1[C:18]([C:15]2[CH:16]=[C:17]3[C:12](=[CH:13][CH:14]=2)[NH:11][N:10]=[C:9]3[C:6]2[CH:7]=[CH:8][C:3]([N:2]([CH3:21])[CH3:1])=[CH:4][CH:5]=2)=[N:20][CH:27]=[N:25]1.